From a dataset of Catalyst prediction with 721,799 reactions and 888 catalyst types from USPTO. Predict which catalyst facilitates the given reaction. (1) Reactant: [NH2:1][C@H:2]([C:7]([OH:9])=[O:8])[C:3]([CH3:6])([CH3:5])[CH3:4].[OH-].[Na+].[C:12]1([CH3:21])[C:13]([C:18](Cl)=[O:19])=[CH:14][CH:15]=[CH:16][CH:17]=1.Cl. Product: [CH3:4][C:3]([CH3:6])([CH3:5])[CH:2]([NH:1][C:18](=[O:19])[C:13]1[CH:14]=[CH:15][CH:16]=[CH:17][C:12]=1[CH3:21])[C:7]([OH:9])=[O:8]. The catalyst class is: 6. (2) The catalyst class is: 3. Product: [NH2:28][C:25]1[C:24]([CH2:29][N:6]([C:7]2[CH:12]=[CH:11][CH:10]=[CH:9][CH:8]=2)[CH2:5][C:4]([O:3][CH2:1][CH3:2])=[O:13])=[CH:23][C:22]([Br:21])=[CH:27][N:26]=1. Reactant: [CH2:1]([O:3][C:4](=[O:13])[CH2:5][NH:6][C:7]1[CH:12]=[CH:11][CH:10]=[CH:9][CH:8]=1)[CH3:2].C([O-])([O-])=O.[K+].[K+].Br.[Br:21][C:22]1[CH:23]=[C:24]([CH2:29]Br)[C:25]([NH2:28])=[N:26][CH:27]=1.O.